The task is: Predict the reactants needed to synthesize the given product.. This data is from Full USPTO retrosynthesis dataset with 1.9M reactions from patents (1976-2016). (1) Given the product [CH2:38]([N:3]([CH2:1][CH3:2])[CH2:4][CH2:5][CH2:6][NH:7][C:8]1[N:9]=[C:10]([C:27]2[CH:28]=[C:29]([CH:33]=[C:34]([F:37])[C:35]=2[CH3:36])[C:30]([NH:76][C:75]2[CH:77]=[CH:78][C:72]([F:71])=[CH:73][CH:74]=2)=[O:32])[C:11]2[CH:17]=[CH:16][C:15](=[O:18])[N:14]([C:19]3[C:24]([F:25])=[CH:23][CH:22]=[CH:21][C:20]=3[F:26])[C:12]=2[N:13]=1)[CH3:39], predict the reactants needed to synthesize it. The reactants are: [CH2:1]([N:3]([CH2:38][CH3:39])[CH2:4][CH2:5][CH2:6][NH:7][C:8]1[N:9]=[C:10]([C:27]2[CH:28]=[C:29]([CH:33]=[C:34]([F:37])[C:35]=2[CH3:36])[C:30]([OH:32])=O)[C:11]2[CH:17]=[CH:16][C:15](=[O:18])[N:14]([C:19]3[C:24]([F:25])=[CH:23][CH:22]=[CH:21][C:20]=3[F:26])[C:12]=2[N:13]=1)[CH3:2].CN(C(ON1N=NC2C=CC=CC1=2)=[N+](C)C)C.F[P-](F)(F)(F)(F)F.C(N(CC)CC)C.[F:71][C:72]1[CH:78]=[CH:77][C:75]([NH2:76])=[CH:74][CH:73]=1. (2) Given the product [S:14]([N:1]1[C:5]2=[N:6][CH:7]=[C:8]([CH:10]=[O:11])[CH:9]=[C:4]2[CH:3]=[CH:2]1)([C:17]1[CH:23]=[CH:22][C:20]([CH3:21])=[CH:19][CH:18]=1)(=[O:16])=[O:15], predict the reactants needed to synthesize it. The reactants are: [NH:1]1[C:5]2=[N:6][CH:7]=[C:8]([CH:10]=[O:11])[CH:9]=[C:4]2[CH:3]=[CH:2]1.[H-].[Na+].[S:14](Cl)([C:17]1[CH:23]=[CH:22][C:20]([CH3:21])=[CH:19][CH:18]=1)(=[O:16])=[O:15]. (3) Given the product [Br:12][C:5]1[CH:6]=[C:7]([F:11])[C:8]([F:10])=[CH:9][C:4]=1[CH2:3][OH:2], predict the reactants needed to synthesize it. The reactants are: C[O:2][C:3](=O)[C:4]1[CH:9]=[C:8]([F:10])[C:7]([F:11])=[CH:6][C:5]=1[Br:12].[H-].C([Al+]CC(C)C)C(C)C. (4) Given the product [CH:24]1([C:27]([NH:1][C:2]2[CH:7]=[CH:6][CH:5]=[CH:4][C:3]=2[CH:8]2[C:17]([CH3:18])([CH3:19])[CH2:16][C:15]3[C:10](=[CH:11][CH:12]=[C:13]([C:20]([O:22][CH3:23])=[O:21])[CH:14]=3)[NH:9]2)=[O:28])[CH2:26][CH2:25]1, predict the reactants needed to synthesize it. The reactants are: [NH2:1][C:2]1[CH:7]=[CH:6][CH:5]=[CH:4][C:3]=1[CH:8]1[C:17]([CH3:19])([CH3:18])[CH2:16][C:15]2[C:10](=[CH:11][CH:12]=[C:13]([C:20]([O:22][CH3:23])=[O:21])[CH:14]=2)[NH:9]1.[CH:24]1([C:27](O)=[O:28])[CH2:26][CH2:25]1.C(N(CC)C(C)C)(C)C.P(Cl)(Cl)(Cl)=O. (5) Given the product [Cl:1][C:2]1[CH:7]=[C:6]2[C:5]([CH2:8][CH:9]([C:10]([CH3:15])([CH3:14])[CH2:11][O:12][CH3:13])[N:16]=[CH:17]2)=[CH:4][C:3]=1[O:19][CH2:20][CH2:21][CH2:22][O:23][CH3:24], predict the reactants needed to synthesize it. The reactants are: [Cl:1][C:2]1[CH:7]=[CH:6][C:5]([CH2:8][CH:9]([NH:16][CH:17]=O)[C:10]([CH3:15])([CH3:14])[CH2:11][O:12][CH3:13])=[CH:4][C:3]=1[O:19][CH2:20][CH2:21][CH2:22][O:23][CH3:24].O=P(Cl)(Cl)Cl. (6) Given the product [F:12][C:13]1[CH:14]=[C:15]([C:19]2[CH:20]=[CH:21][C:22]3[O:26][CH2:25][CH:24]([NH:29][C:30]4[CH:31]=[C:32]([CH:41]=[CH:42][CH:43]=4)[O:33][CH2:34][C:35]([O:37][CH:38]([CH3:39])[CH3:40])=[O:36])[C:23]=3[CH:28]=2)[CH:16]=[CH:17][CH:18]=1, predict the reactants needed to synthesize it. The reactants are: C1(C)C=CC(S(O)(=O)=O)=CC=1.[F:12][C:13]1[CH:14]=[C:15]([C:19]2[CH:20]=[CH:21][C:22]3[O:26][CH2:25][C:24](=O)[C:23]=3[CH:28]=2)[CH:16]=[CH:17][CH:18]=1.[NH2:29][C:30]1[CH:31]=[C:32]([CH:41]=[CH:42][CH:43]=1)[O:33][CH2:34][C:35]([O:37][CH:38]([CH3:40])[CH3:39])=[O:36].C([BH3-])#N.[Na+]. (7) Given the product [C:11]1([C:9]2[N:10]=[C:5]3[CH:4]=[CH:3][C:2]([C:22]4[CH:23]=[CH:24][C:19]([CH2:18][OH:17])=[CH:20][CH:21]=4)=[CH:7][N:6]3[CH:8]=2)[CH:16]=[CH:15][CH:14]=[CH:13][CH:12]=1, predict the reactants needed to synthesize it. The reactants are: Br[C:2]1[CH:3]=[CH:4][C:5]2[N:6]([CH:8]=[C:9]([C:11]3[CH:16]=[CH:15][CH:14]=[CH:13][CH:12]=3)[N:10]=2)[CH:7]=1.[OH:17][CH2:18][C:19]1[CH:24]=[CH:23][C:22](B(O)O)=[CH:21][CH:20]=1.